This data is from Forward reaction prediction with 1.9M reactions from USPTO patents (1976-2016). The task is: Predict the product of the given reaction. (1) Given the reactants Br[C:2]1[CH:3]=[C:4]([S:8]([NH:11][CH3:12])(=[O:10])=[O:9])[CH:5]=[CH:6][CH:7]=1.[B:13]1([B:13]2[O:17][C:16]([CH3:19])([CH3:18])[C:15]([CH3:21])([CH3:20])[O:14]2)[O:17][C:16]([CH3:19])([CH3:18])[C:15]([CH3:21])([CH3:20])[O:14]1.CC([O-])=O.[K+], predict the reaction product. The product is: [CH3:12][NH:11][S:8]([C:4]1[CH:5]=[CH:6][CH:7]=[C:2]([B:13]2[O:17][C:16]([CH3:19])([CH3:18])[C:15]([CH3:21])([CH3:20])[O:14]2)[CH:3]=1)(=[O:10])=[O:9]. (2) The product is: [CH3:14][O:15][C:16]([C:18]1[C:19]([NH2:29])=[C:20]([Cl:28])[CH:21]=[C:22]2[C:26]=1[NH:25][N:24]=[C:23]2[CH3:1])=[O:17]. Given the reactants [CH3:1]OB1C2CCCC1CCC2.C[Li].[CH3:14][O:15][C:16]([C:18]1[C:19]([NH2:29])=[C:20]([Cl:28])[CH:21]=[C:22]2[C:26]=1[NH:25][N:24]=[C:23]2Br)=[O:17], predict the reaction product. (3) Given the reactants [C:1]1([OH:7])[CH:6]=[CH:5][CH:4]=[CH:3][CH:2]=1.[CH3:8][C:9](=[CH2:11])[CH3:10].[CH2:12]=[CH:13][CH2:14][CH3:15].CC(C)C, predict the reaction product. The product is: [CH:13]([C:2]1[CH:3]=[CH:4][CH:5]=[CH:6][C:1]=1[OH:7])([CH2:14][CH3:15])[CH3:12].[CH:13]([C:2]1[CH:3]=[C:4]([C:9]([CH3:10])([CH3:8])[CH3:11])[CH:5]=[CH:6][C:1]=1[OH:7])([CH2:14][CH3:15])[CH3:12]. (4) Given the reactants [CH3:1][S:2](Cl)(=[O:4])=[O:3].[NH2:6][CH2:7][CH2:8][CH2:9][NH:10][C:11]1[CH:16]=[C:15]([C:17]2[CH:22]=[CH:21][CH:20]=[C:19]([CH3:23])[C:18]=2[CH3:24])[N:14]=[C:13]([NH2:25])[N:12]=1, predict the reaction product. The product is: [NH2:25][C:13]1[N:12]=[C:11]([NH:10][CH2:9][CH2:8][CH2:7][NH:6][S:2]([CH3:1])(=[O:4])=[O:3])[CH:16]=[C:15]([C:17]2[CH:22]=[CH:21][CH:20]=[C:19]([CH3:23])[C:18]=2[CH3:24])[N:14]=1.